From a dataset of Reaction yield outcomes from USPTO patents with 853,638 reactions. Predict the reaction yield, written as a fraction of the theoretical maximum amount of product (1.0 means a 100% yield; for example, 0.34 means a 34% yield). (1) The reactants are [H-].[H-].[H-].[H-].[Li+].[Al+3].[C:7]([O:11][C:12](=[O:36])[NH:13][CH:14]([C:30](=[O:35])N(OC)C)[CH2:15][C:16]1[CH:21]=[CH:20][C:19]([O:22][CH2:23][C:24]2[CH:29]=[CH:28][CH:27]=[CH:26][CH:25]=2)=[CH:18][CH:17]=1)([CH3:10])([CH3:9])[CH3:8]. The catalyst is C1COCC1. The product is [C:7]([O:11][C:12](=[O:36])[NH:13][CH:14]([CH2:15][C:16]1[CH:17]=[CH:18][C:19]([O:22][CH2:23][C:24]2[CH:29]=[CH:28][CH:27]=[CH:26][CH:25]=2)=[CH:20][CH:21]=1)[CH:30]=[O:35])([CH3:10])([CH3:8])[CH3:9]. The yield is 0.990. (2) The reactants are [C:1]([C:3]([CH3:32])([CH3:31])[CH:4]([NH:8][C:9]([C:11]1[C:19]2[C:14](=[N:15][CH:16]=[C:17]([CH:20]3[CH2:22][CH2:21]3)[N:18]=2)[N:13](COCC[Si](C)(C)C)[CH:12]=1)=[O:10])[CH:5]1[CH2:7][CH2:6]1)#[N:2].C(O)(C(F)(F)F)=O. The catalyst is C(Cl)Cl. The product is [C:1]([C:3]([CH3:32])([CH3:31])[CH:4]([NH:8][C:9]([C:11]1[C:19]2[C:14](=[N:15][CH:16]=[C:17]([CH:20]3[CH2:21][CH2:22]3)[N:18]=2)[NH:13][CH:12]=1)=[O:10])[CH:5]1[CH2:6][CH2:7]1)#[N:2]. The yield is 0.580. (3) The reactants are C[O:2][C:3](=O)[C:4]1[CH:9]=[C:8]([CH3:10])[C:7]([NH:11][C:12](=[O:37])[CH2:13][CH2:14][N:15]2[CH2:20][CH2:19][CH:18]([O:21][C:22](=[O:36])[NH:23][C:24]3[CH:29]=[CH:28][CH:27]=[CH:26][C:25]=3[C:30]3[CH:35]=[CH:34][CH:33]=[CH:32][CH:31]=3)[CH2:17][CH2:16]2)=[CH:6][C:5]=1[CH3:38].[H-].[Al+3].[Li+].[H-].[H-].[H-].O.[OH-].[Na+]. The catalyst is O1CCCC1. The product is [OH:2][CH2:3][C:4]1[C:5]([CH3:38])=[CH:6][C:7]([NH:11][C:12]([CH2:13][CH2:14][N:15]2[CH2:16][CH2:17][CH:18]([O:21][C:22](=[O:36])[NH:23][C:24]3[CH:29]=[CH:28][CH:27]=[CH:26][C:25]=3[C:30]3[CH:31]=[CH:32][CH:33]=[CH:34][CH:35]=3)[CH2:19][CH2:20]2)=[O:37])=[C:8]([CH3:10])[CH:9]=1. The yield is 0.475. (4) The reactants are [OH-].[Na+].C([O:6][C:7]1[CH:8]=[C:9]([CH:35]=[CH:36][C:37]=1[CH3:38])[NH:10][C:11]1[C:20]2[C:15](=[CH:16][C:17]([O:23][CH2:24][C:25]3[N:29]([CH3:30])[C:28]4[CH:31]=[CH:32][CH:33]=[CH:34][C:27]=4[N:26]=3)=[C:18]([O:21][CH3:22])[CH:19]=2)[N:14]=[CH:13][N:12]=1)(=O)C.[ClH:39]. The catalyst is CO.C(Cl)Cl. The product is [ClH:39].[OH:6][C:7]1[CH:8]=[C:9]([CH:35]=[CH:36][C:37]=1[CH3:38])[NH:10][C:11]1[C:20]2[C:15](=[CH:16][C:17]([O:23][CH2:24][C:25]3[N:29]([CH3:30])[C:28]4[CH:31]=[CH:32][CH:33]=[CH:34][C:27]=4[N:26]=3)=[C:18]([O:21][CH3:22])[CH:19]=2)[N:14]=[CH:13][N:12]=1. The yield is 0.370. (5) The reactants are Cl[C:2]1[C:3]([NH2:9])=[N:4][CH:5]=[N:6][C:7]=1Cl.C(OC([N:17]1[CH2:20][C:19]2([CH2:23][CH:22]([NH2:24])[CH2:21]2)[CH2:18]1)=O)(C)(C)C.[O:25]([C:32]1[CH:37]=[CH:36][C:35](B(O)O)=[CH:34][CH:33]=1)[C:26]1[CH:31]=[CH:30][CH:29]=[CH:28][CH:27]=1.[Cl:41][CH2:42][CH2:43][S:44](Cl)(=[O:46])=[O:45]. The yield is 0.112. No catalyst specified. The product is [Cl:41][CH2:42][CH2:43][S:44]([N:17]1[CH2:18][C:19]2([CH2:21][CH:22]([NH:24][C:7]3[C:2]([C:29]4[CH:30]=[CH:31][C:26]([O:25][C:32]5[CH:37]=[CH:36][CH:35]=[CH:34][CH:33]=5)=[CH:27][CH:28]=4)=[C:3]([NH2:9])[N:4]=[CH:5][N:6]=3)[CH2:23]2)[CH2:20]1)(=[O:46])=[O:45].